Dataset: CYP2C9 inhibition data for predicting drug metabolism from PubChem BioAssay. Task: Regression/Classification. Given a drug SMILES string, predict its absorption, distribution, metabolism, or excretion properties. Task type varies by dataset: regression for continuous measurements (e.g., permeability, clearance, half-life) or binary classification for categorical outcomes (e.g., BBB penetration, CYP inhibition). Dataset: cyp2c9_veith. (1) The compound is CC(=O)N(C)c1nnc(-c2cnccn2)s1. The result is 0 (non-inhibitor). (2) The drug is Cc1ccc(Nc2ncccc2C(=O)NCc2cccs2)c(C)c1. The result is 1 (inhibitor). (3) The molecule is O=C1NCCc2c1[nH]c1ccccc21. The result is 0 (non-inhibitor). (4) The molecule is COc1ccc(-c2cnnn2-c2ccc(NC(=O)c3ccco3)cc2)cc1OC. The result is 1 (inhibitor). (5) The compound is C#C[C@@]1(O)CC[C@@H]2[C@@H]3CCC4=C(CCC(=O)C4)[C@H]3CC[C@]21C. The result is 1 (inhibitor). (6) The drug is CC[N+](C)(CC)CCN1C(=O)c2ccccc2S1(=O)=O. The result is 0 (non-inhibitor). (7) The compound is CN1CCCC2(CCN(C(=O)c3ccco3)CC2)C1. The result is 0 (non-inhibitor).